This data is from Full USPTO retrosynthesis dataset with 1.9M reactions from patents (1976-2016). The task is: Predict the reactants needed to synthesize the given product. (1) The reactants are: [C:1]([C:5]1[CH:10]=[CH:9][C:8]([S:11]([NH:14][C:15]2[N:19]([C:20]3[CH:29]=[CH:28][CH:27]=[C:26]4[C:21]=3[CH:22]=[CH:23][CH:24]=[N:25]4)[N:18]=[C:17]([CH2:30][C:31]([NH2:33])=O)[CH:16]=2)(=[O:13])=[O:12])=[CH:7][CH:6]=1)([CH3:4])([CH3:3])[CH3:2].[Cl-].[P+3]=O.[Cl-].[Cl-]. Given the product [C:1]([C:5]1[CH:10]=[CH:9][C:8]([S:11]([NH:14][C:15]2[N:19]([C:20]3[CH:29]=[CH:28][CH:27]=[C:26]4[C:21]=3[CH:22]=[CH:23][CH:24]=[N:25]4)[N:18]=[C:17]([CH2:30][C:31]#[N:33])[CH:16]=2)(=[O:13])=[O:12])=[CH:7][CH:6]=1)([CH3:4])([CH3:2])[CH3:3], predict the reactants needed to synthesize it. (2) Given the product [Cl:20][C:16]1[CH:15]=[C:14]([C:5]2[C:4]3[C:9](=[CH:10][CH:11]=[C:2]([C:28]([C:25]4[CH:26]=[N:27][C:22]([CH3:21])=[CH:23][CH:24]=4)([C:30]4[N:31]([CH3:35])[CH:32]=[N:33][CH:34]=4)[OH:29])[CH:3]=3)[N:8]=[C:7]([O:12][CH3:13])[CH:6]=2)[CH:19]=[CH:18][CH:17]=1, predict the reactants needed to synthesize it. The reactants are: Br[C:2]1[CH:3]=[C:4]2[C:9](=[CH:10][CH:11]=1)[N:8]=[C:7]([O:12][CH3:13])[CH:6]=[C:5]2[C:14]1[CH:19]=[CH:18][CH:17]=[C:16]([Cl:20])[CH:15]=1.[CH3:21][C:22]1[N:27]=[CH:26][C:25]([C:28]([C:30]2[N:31]([CH3:35])[CH:32]=[N:33][CH:34]=2)=[O:29])=[CH:24][CH:23]=1.